From a dataset of Full USPTO retrosynthesis dataset with 1.9M reactions from patents (1976-2016). Predict the reactants needed to synthesize the given product. Given the product [Cl:4][C:1]1[C:11]2[C:16](=[CH:17][C:18]([O:19][C:20](=[O:22])[CH3:21])=[C:9]([O:8][C:5](=[O:7])[CH3:6])[CH:10]=2)[N:15]=[CH:14][N:13]=1, predict the reactants needed to synthesize it. The reactants are: [CH:1]([Cl:4])(Cl)Cl.[C:5]([O:8][C:9]1[CH:10]=[C:11]2[C:16](=[CH:17][C:18]=1[O:19][C:20](=[O:22])[CH3:21])[N:15]=[CH:14][NH:13]C2=O)(=[O:7])[CH3:6].C(Cl)(=O)C(Cl)=O.